Predict the product of the given reaction. From a dataset of Forward reaction prediction with 1.9M reactions from USPTO patents (1976-2016). (1) Given the reactants [Cl:1][C:2]1[CH:7]=[C:6]([N+:8]([O-])=O)[CH:5]=[C:4]([Cl:11])[C:3]=1[CH3:12].O.O.[Sn](Cl)Cl, predict the reaction product. The product is: [Cl:1][C:2]1[CH:7]=[C:6]([CH:5]=[C:4]([Cl:11])[C:3]=1[CH3:12])[NH2:8]. (2) Given the reactants [OH:1][C@H:2]1[CH2:6][N:5]([CH2:7][CH2:8][C:9]#[N:10])[C@@H:4]([CH2:11][OH:12])[CH2:3]1.C(N(CC)[C:16](=[O:25])[C:17]1[CH:22]=[CH:21][CH:20]=[C:19]([CH3:23])[C:18]=1[CH3:24])C, predict the reaction product. The product is: [OH:1][C@H:2]1[CH2:6][N:5]([CH2:7][CH2:8][C:9]2[NH:10][C:16](=[O:25])[C:17]3[C:18]([CH:24]=2)=[C:19]([CH3:23])[CH:20]=[CH:21][CH:22]=3)[C@@H:4]([CH2:11][OH:12])[CH2:3]1. (3) Given the reactants Cl.[CH2:2]([N:9]1[CH2:14][CH2:13][C:12](=O)[CH:11]([C:16]([O:18][CH2:19][CH3:20])=[O:17])[CH2:10]1)[C:3]1[CH:8]=[CH:7][CH:6]=[CH:5][CH:4]=1.Cl.[CH3:22][O:23][NH2:24], predict the reaction product. The product is: [CH2:2]([N:9]1[CH2:14][CH2:13][C:12](=[N:24][O:23][CH3:22])[CH:11]([C:16]([O:18][CH2:19][CH3:20])=[O:17])[CH2:10]1)[C:3]1[CH:8]=[CH:7][CH:6]=[CH:5][CH:4]=1. (4) Given the reactants [F:1][C:2]1[CH:3]=[C:4]([CH:10]=[C:11]([F:13])[CH:12]=1)[CH:5]([OH:9])[C:6]([OH:8])=O.Cl.[N:15]1[CH:20]=[CH:19][N:18]=[CH:17][C:16]=1[NH:21][C:22](=[O:28])[CH:23]([NH2:27])[CH2:24][CH2:25][CH3:26].C1C=CC2N(O)N=NC=2C=1.CCN=C=NCCCN(C)C.Cl, predict the reaction product. The product is: [N:15]1[CH:20]=[CH:19][N:18]=[CH:17][C:16]=1[NH:21][C:22](=[O:28])[CH:23]([NH:27][C:6](=[O:8])[C@@H:5]([C:4]1[CH:10]=[C:11]([F:13])[CH:12]=[C:2]([F:1])[CH:3]=1)[OH:9])[CH2:24][CH2:25][CH3:26]. (5) The product is: [CH2:20]([C:21]1[C:3]([C:5]2[CH:10]=[CH:9][C:8]([O:11][CH3:12])=[CH:7][CH:6]=2)=[CH:2][N:23]2[C:22]=1[CH:27]=[CH:26][CH:25]=[CH:24]2)[CH2:19][C:13]1[CH:14]=[CH:15][CH:16]=[CH:17][CH:18]=1. Given the reactants Br[CH2:2][C:3]([C:5]1[CH:10]=[CH:9][C:8]([O:11][CH3:12])=[CH:7][CH:6]=1)=O.[C:13]1([CH2:19][CH2:20][CH2:21][C:22]2[CH:27]=[CH:26][CH:25]=[CH:24][N:23]=2)[CH:18]=[CH:17][CH:16]=[CH:15][CH:14]=1.C(=O)([O-])[O-].[K+].[K+], predict the reaction product. (6) The product is: [Cl:1][C:2]1[CH:3]=[CH:4][C:5]([C:6]([NH:8][C:9]2[CH:30]=[CH:29][C:12]([CH2:13][N:14]3[C:22]4[C:17](=[CH:18][CH:19]=[CH:20][CH:21]=4)[C:16]([CH2:23][C:24]([OH:26])=[O:25])=[N:15]3)=[CH:11][CH:10]=2)=[O:7])=[CH:31][CH:32]=1. Given the reactants [Cl:1][C:2]1[CH:32]=[CH:31][C:5]([C:6]([NH:8][C:9]2[CH:30]=[CH:29][C:12]([CH2:13][N:14]3[C:22]4[C:17](=[CH:18][CH:19]=[CH:20][CH:21]=4)[C:16]([CH2:23][C:24]([O:26]CC)=[O:25])=[N:15]3)=[CH:11][CH:10]=2)=[O:7])=[CH:4][CH:3]=1.O.[OH-].[Li+].O.Cl, predict the reaction product. (7) Given the reactants [CH3:1][O:2][C:3]1[CH:4]=[C:5]([NH:15][C:16]([NH2:18])=[S:17])[CH:6]=[CH:7][C:8]=1[C:9]1[S:13][C:12]([CH3:14])=[N:11][CH:10]=1.Br[CH:20]1[CH2:25][CH2:24][CH2:23][CH:22]([C:26]2[CH:31]=[CH:30][CH:29]=[CH:28][CH:27]=2)[C:21]1=O, predict the reaction product. The product is: [CH3:1][O:2][C:3]1[CH:4]=[C:5]([NH:15][C:16]2[S:17][C:28]3[CH2:29][CH2:30][CH2:31][CH:26]([C:22]4[CH:23]=[CH:24][CH:25]=[CH:20][CH:21]=4)[C:27]=3[N:18]=2)[CH:6]=[CH:7][C:8]=1[C:9]1[S:13][C:12]([CH3:14])=[N:11][CH:10]=1. (8) Given the reactants [C:1]([O:5][C@@H:6]([C:12]1[C:37]([CH3:38])=[CH:36][C:15]2[N:16]=[C:17]([C:19]3[CH:24]=[CH:23][N:22]=[C:21]([C:25]4[CH:26]=[C:27]5[C:33]([CH3:34])=[N:32][N:31]([CH3:35])[C:28]5=[CH:29][N:30]=4)[CH:20]=3)[S:18][C:14]=2[C:13]=1[C:39]1[CH:44]=[CH:43][C:42]([Cl:45])=[CH:41][CH:40]=1)[C:7]([O:9]CC)=[O:8])([CH3:4])([CH3:3])[CH3:2].[OH-].[Na+].CN(C=O)C.C(O)(=O)C, predict the reaction product. The product is: [C:1]([O:5][C@@H:6]([C:12]1[C:37]([CH3:38])=[CH:36][C:15]2[N:16]=[C:17]([C:19]3[CH:24]=[CH:23][N:22]=[C:21]([C:25]4[CH:26]=[C:27]5[C:33]([CH3:34])=[N:32][N:31]([CH3:35])[C:28]5=[CH:29][N:30]=4)[CH:20]=3)[S:18][C:14]=2[C:13]=1[C:39]1[CH:40]=[CH:41][C:42]([Cl:45])=[CH:43][CH:44]=1)[C:7]([OH:9])=[O:8])([CH3:4])([CH3:2])[CH3:3]. (9) Given the reactants Br[C:2]1[CH:11]=[C:10]2[C:5]([C:6]([Cl:12])=[CH:7][CH:8]=[N:9]2)=[C:4]([CH3:13])[CH:3]=1.CC1(C)C2C(=C(P(C3C=CC=CC=3)C3C=CC=CC=3)C=CC=2)OC2C(P(C3C=CC=CC=3)C3C=CC=CC=3)=CC=CC1=2.CCN(C(C)C)C(C)C.[CH2:65]([SH:72])[C:66]1[CH:71]=[CH:70][CH:69]=[CH:68][CH:67]=1, predict the reaction product. The product is: [CH2:65]([S:72][C:2]1[CH:11]=[C:10]2[C:5]([C:6]([Cl:12])=[CH:7][CH:8]=[N:9]2)=[C:4]([CH3:13])[CH:3]=1)[C:66]1[CH:71]=[CH:70][CH:69]=[CH:68][CH:67]=1. (10) Given the reactants [NH2:1][C:2]1[CH:6]=CNN=1.CO[C:9](=[O:18])[C:10]1[CH:15]=[CH:14][CH:13]=[C:12]([Cl:16])[C:11]=1[CH3:17], predict the reaction product. The product is: [Cl:16][C:12]1[C:11]([CH3:17])=[C:10]([C:9](=[O:18])[CH2:6][C:2]#[N:1])[CH:15]=[CH:14][CH:13]=1.